Dataset: Full USPTO retrosynthesis dataset with 1.9M reactions from patents (1976-2016). Task: Predict the reactants needed to synthesize the given product. (1) Given the product [C:15]([C:17]1[CH:18]=[CH:19][C:20]([C@@H:27]2[C:32]([C:33]#[N:34])=[C:31]([CH3:35])[N:30]([C:36]3[CH:41]=[CH:40][CH:39]=[C:38]([C:42]([F:45])([F:44])[F:43])[CH:37]=3)[C:29](=[O:46])[NH:28]2)=[C:21]([S:23]([NH2:10])(=[O:25])=[O:24])[CH:22]=1)#[N:16], predict the reactants needed to synthesize it. The reactants are: N.O1CCOCC1.C([N:10](CC)CC)C.[C:15]([C:17]1[CH:18]=[CH:19][C:20]([C@@H:27]2[C:32]([C:33]#[N:34])=[C:31]([CH3:35])[N:30]([C:36]3[CH:41]=[CH:40][CH:39]=[C:38]([C:42]([F:45])([F:44])[F:43])[CH:37]=3)[C:29](=[O:46])[NH:28]2)=[C:21]([S:23](Cl)(=[O:25])=[O:24])[CH:22]=1)#[N:16]. (2) The reactants are: [NH:1]1[C:9]2[C:4](=[CH:5][CH:6]=[CH:7][CH:8]=2)[C:3]([CH2:10][CH2:11][NH:12][CH:13]2[CH2:18][CH2:17][C:16]([C:22]3[CH:27]=[CH:26][CH:25]=[CH:24][N:23]=3)([N:19]([CH3:21])[CH3:20])[CH2:15][CH2:14]2)=[CH:2]1.[C:28](OC(=O)C)(=[O:30])[CH3:29]. Given the product [CH3:21][N:19]([CH3:20])[C:16]1([C:22]2[CH:27]=[CH:26][CH:25]=[CH:24][N:23]=2)[CH2:17][CH2:18][CH:13]([N:12]([CH2:11][CH2:10][C:3]2[C:4]3[C:9](=[CH:8][CH:7]=[CH:6][CH:5]=3)[NH:1][CH:2]=2)[C:28](=[O:30])[CH3:29])[CH2:14][CH2:15]1, predict the reactants needed to synthesize it. (3) Given the product [F:1][C:2]1[C:7]([F:8])=[CH:6][CH:5]=[CH:4][C:3]=1[C:9]1[N:17]=[C:12]2[CH:13]=[N:14][N:15]([CH2:19][C:20]3[O:24][N:23]=[C:22]([C:25]4[CH:39]=[CH:38][C:28]([O:29][CH2:30][CH2:31][N:32]5[CH2:37][CH2:36][O:35][CH2:34][CH2:33]5)=[CH:27][CH:26]=4)[CH:21]=3)[CH:16]=[C:11]2[N:10]=1, predict the reactants needed to synthesize it. The reactants are: [F:1][C:2]1[C:7]([F:8])=[CH:6][CH:5]=[CH:4][C:3]=1[C:9]1[N:17]=[C:12]2[CH:13]=[N:14][NH:15][CH:16]=[C:11]2[N:10]=1.Cl[CH2:19][C:20]1[O:24][N:23]=[C:22]([C:25]2[CH:39]=[CH:38][C:28]([O:29][CH2:30][CH2:31][N:32]3[CH2:37][CH2:36][O:35][CH2:34][CH2:33]3)=[CH:27][CH:26]=2)[CH:21]=1. (4) Given the product [CH3:39][N:35]1[C:36](=[O:38])[C:37]2[C:33](=[C:32]([O:40][CH:41]([CH3:43])[CH3:42])[CH:31]=[CH:30][C:29]=2[NH:28][C:2]2[C:7]([C:8]([F:11])([F:9])[F:10])=[CH:6][N:5]=[C:4]([NH:12][C:13]3[CH:14]=[CH:15][C:16]([CH2:17][P:18](=[O:25])([O:19][CH2:20][CH3:21])[O:22][CH2:23][CH3:24])=[CH:26][CH:27]=3)[N:3]=2)[CH2:34]1, predict the reactants needed to synthesize it. The reactants are: Cl[C:2]1[C:7]([C:8]([F:11])([F:10])[F:9])=[CH:6][N:5]=[C:4]([NH:12][C:13]2[CH:27]=[CH:26][C:16]([CH2:17][P:18](=[O:25])([O:22][CH2:23][CH3:24])[O:19][CH2:20][CH3:21])=[CH:15][CH:14]=2)[N:3]=1.[NH2:28][C:29]1[CH:30]=[CH:31][C:32]([O:40][CH:41]([CH3:43])[CH3:42])=[C:33]2[C:37]=1[C:36](=[O:38])[N:35]([CH3:39])[CH2:34]2.